This data is from TCR-epitope binding with 47,182 pairs between 192 epitopes and 23,139 TCRs. The task is: Binary Classification. Given a T-cell receptor sequence (or CDR3 region) and an epitope sequence, predict whether binding occurs between them. (1) The epitope is LPRRSGAAGA. The TCR CDR3 sequence is CATSDFNTPEYF. Result: 0 (the TCR does not bind to the epitope). (2) The epitope is NLNESLIDL. The TCR CDR3 sequence is CASSQLRPPADEQFF. Result: 0 (the TCR does not bind to the epitope).